Dataset: Reaction yield outcomes from USPTO patents with 853,638 reactions. Task: Predict the reaction yield, written as a fraction of the theoretical maximum amount of product (1.0 means a 100% yield; for example, 0.34 means a 34% yield). (1) The reactants are [Cl:1][C:2]1[CH:9]=[CH:8][C:7]([C:10]2[C:14]3[CH2:15][N:16]([S:19]([CH3:22])(=[O:21])=[O:20])[CH2:17][CH2:18][C:13]=3[N:12]([CH2:23][CH2:24][CH2:25][N:26]3[CH2:31][CH2:30][CH:29]([N:32]4[CH2:36][CH2:35][CH2:34][C:33]4=[O:37])[CH2:28][CH2:27]3)[N:11]=2)=[CH:6][C:3]=1[CH:4]=O.[NH2:38][C:39]1[CH:44]=[CH:43][CH:42]=[CH:41][CH:40]=1.CC(O)=O.[BH-](OC(C)=O)(OC(C)=O)OC(C)=O.[Na+]. The catalyst is C(Cl)Cl. The product is [Cl:1][C:2]1[CH:9]=[CH:8][C:7]([C:10]2[C:14]3[CH2:15][N:16]([S:19]([CH3:22])(=[O:20])=[O:21])[CH2:17][CH2:18][C:13]=3[N:12]([CH2:23][CH2:24][CH2:25][N:26]3[CH2:27][CH2:28][CH:29]([N:32]4[CH2:36][CH2:35][CH2:34][C:33]4=[O:37])[CH2:30][CH2:31]3)[N:11]=2)=[CH:6][C:3]=1[CH2:4][NH:38][C:39]1[CH:44]=[CH:43][CH:42]=[CH:41][CH:40]=1. The yield is 0.290. (2) The reactants are [CH3:1][O:2][C:3](=[O:14])[C:4]1[C:5](=[CH:7][CH:8]=[C:9]([C:11](=[O:13])[CH3:12])[CH:10]=1)[OH:6].[CH2:15](Br)[C:16]1[CH:21]=[CH:20][CH:19]=[CH:18][CH:17]=1.C(=O)([O-])[O-].[K+].[K+]. The catalyst is C(C(C)=O)C. The product is [CH3:1][O:2][C:3](=[O:14])[C:4]1[CH:10]=[C:9]([C:11](=[O:13])[CH3:12])[CH:8]=[CH:7][C:5]=1[O:6][CH2:15][C:16]1[CH:21]=[CH:20][CH:19]=[CH:18][CH:17]=1. The yield is 0.714. (3) The reactants are I[C:2]1[CH:7]=[CH:6][CH:5]=[CH:4][N:3]=1.[CH2:8]([C:12]1[O:16][N:15]=[C:14]([C:17]2[CH:22]=[CH:21][CH:20]=[CH:19][C:18]=2[O:23][CH3:24])[N:13]=1)[CH2:9][C:10]#[CH:11]. The catalyst is C(N(CC)CC)C.[Cu](I)I.Cl[Pd](Cl)([P](C1C=CC=CC=1)(C1C=CC=CC=1)C1C=CC=CC=1)[P](C1C=CC=CC=1)(C1C=CC=CC=1)C1C=CC=CC=1. The product is [CH3:24][O:23][C:18]1[CH:19]=[CH:20][CH:21]=[CH:22][C:17]=1[C:14]1[N:13]=[C:12]([CH2:8][CH2:9][C:10]#[C:11][C:2]2[CH:7]=[CH:6][CH:5]=[CH:4][N:3]=2)[O:16][N:15]=1. The yield is 0.130. (4) The reactants are [N:1]1[CH:6]=[CH:5][C:4]([CH:7]=O)=[CH:3][CH:2]=1.[C:9]([O:13][C:14](=[O:24])[NH:15][CH2:16][C:17]1[CH:22]=[CH:21][C:20]([NH2:23])=[CH:19][CH:18]=1)([CH3:12])([CH3:11])[CH3:10]. The catalyst is C(Cl)Cl. The product is [C:9]([O:13][C:14](=[O:24])[NH:15][CH2:16][C:17]1[CH:18]=[CH:19][C:20]([NH:23][CH2:7][C:4]2[CH:3]=[CH:2][N:1]=[CH:6][CH:5]=2)=[CH:21][CH:22]=1)([CH3:12])([CH3:10])[CH3:11]. The yield is 0.570.